Dataset: Catalyst prediction with 721,799 reactions and 888 catalyst types from USPTO. Task: Predict which catalyst facilitates the given reaction. (1) Reactant: [C:1]([O:5][C:6]([CH:8]=[C:9]1[CH2:14][CH2:13][CH:12]([C:15]2[CH:25]=[CH:24][C:18]([C:19]([O:21][CH2:22][CH3:23])=[O:20])=[CH:17][CH:16]=2)[CH2:11][CH2:10]1)=[O:7])([CH3:4])([CH3:3])[CH3:2].[H][H]. Product: [C:1]([O:5][C:6]([CH2:8][CH:9]1[CH2:10][CH2:11][CH:12]([C:15]2[CH:16]=[CH:17][C:18]([C:19]([O:21][CH2:22][CH3:23])=[O:20])=[CH:24][CH:25]=2)[CH2:13][CH2:14]1)=[O:7])([CH3:2])([CH3:3])[CH3:4]. The catalyst class is: 63. (2) Reactant: [O:1]1[C:9]2[CH:8]=[CH:7][N:6]=[CH:5][C:4]=2[CH:3]=[CH:2]1.[NH2:10][O:11][C:12]1[CH:17]=[CH:16][C:15]([N+:18]([O-:20])=[O:19])=[CH:14][C:13]=1[N+:21]([O-:23])=[O:22].C(OCC)C. Product: [N+:21]([C:13]1[CH:14]=[C:15]([N+:18]([O-:20])=[O:19])[CH:16]=[CH:17][C:12]=1[O-:11])([O-:23])=[O:22].[NH2:10][N+:6]1[CH:7]=[CH:8][C:9]2[O:1][CH:2]=[CH:3][C:4]=2[CH:5]=1. The catalyst class is: 10. (3) Reactant: [CH2:1]([O:8][P:9]([O:12][CH2:13][C@@H:14]([N:19]1[C:28]2[C:23](=[CH:24][C:25]([C:29]3[CH:30]=[N:31][C:32]([NH:44][C:45](=[O:49])[NH:46][CH2:47][CH3:48])=[CH:33][C:34]=3[C:35]3[S:36][CH:37]=[C:38]([C:40]([F:43])([F:42])[F:41])[N:39]=3)=[CH:26][N:27]=2)[C:22](=[O:50])[C:21]([C:51]([O:53]CC)=[O:52])=[CH:20]1)[CH2:15][CH:16]([CH3:18])[CH3:17])([OH:11])=[O:10])[C:2]1[CH:7]=[CH:6][CH:5]=[CH:4][CH:3]=1.[OH-].[K+]. Product: [CH2:1]([O:8][P:9]([O:12][CH2:13][C@@H:14]([N:19]1[C:28]2[C:23](=[CH:24][C:25]([C:29]3[CH:30]=[N:31][C:32]([NH:44][C:45](=[O:49])[NH:46][CH2:47][CH3:48])=[CH:33][C:34]=3[C:35]3[S:36][CH:37]=[C:38]([C:40]([F:41])([F:43])[F:42])[N:39]=3)=[CH:26][N:27]=2)[C:22](=[O:50])[C:21]([C:51]([OH:53])=[O:52])=[CH:20]1)[CH2:15][CH:16]([CH3:17])[CH3:18])([OH:11])=[O:10])[C:2]1[CH:7]=[CH:6][CH:5]=[CH:4][CH:3]=1. The catalyst class is: 8. (4) Reactant: [OH:1][C:2]([C:4]([F:7])([F:6])[F:5])=[O:3].C([N:15]1[CH2:24][CH2:23][C:22]2[C:17](=[N:18][C:19]([NH:41][CH:42]3[CH2:45][CH2:44][CH2:43]3)=[C:20]([N:25]3[CH2:30][CH2:29][CH:28]([O:31][C:32]4[CH:37]=[CH:36][C:35]([O:38][CH3:39])=[CH:34][C:33]=4[F:40])[CH2:27][CH2:26]3)[N:21]=2)[CH2:16]1)C1C=CC=CC=1. Product: [CH:42]1([NH:41][C:19]2[N:18]=[C:17]3[CH2:16][NH:15][CH2:24][CH2:23][C:22]3=[N:21][C:20]=2[N:25]2[CH2:30][CH2:29][CH:28]([O:31][C:32]3[CH:37]=[CH:36][C:35]([O:38][CH3:39])=[CH:34][C:33]=3[F:40])[CH2:27][CH2:26]2)[CH2:43][CH2:44][CH2:45]1.[C:2]([OH:3])([C:4]([F:7])([F:6])[F:5])=[O:1]. The catalyst class is: 833.